Dataset: NCI-60 drug combinations with 297,098 pairs across 59 cell lines. Task: Regression. Given two drug SMILES strings and cell line genomic features, predict the synergy score measuring deviation from expected non-interaction effect. (1) Drug 1: COC1=CC(=CC(=C1O)OC)C2C3C(COC3=O)C(C4=CC5=C(C=C24)OCO5)OC6C(C(C7C(O6)COC(O7)C8=CC=CS8)O)O. Drug 2: CC1=C(C=C(C=C1)NC(=O)C2=CC=C(C=C2)CN3CCN(CC3)C)NC4=NC=CC(=N4)C5=CN=CC=C5. Cell line: MCF7. Synergy scores: CSS=38.1, Synergy_ZIP=6.38, Synergy_Bliss=5.75, Synergy_Loewe=-18.4, Synergy_HSA=3.31. (2) Drug 1: C1=CC(=CC=C1CC(C(=O)O)N)N(CCCl)CCCl.Cl. Drug 2: C1=NC(=NC(=O)N1C2C(C(C(O2)CO)O)O)N. Cell line: HOP-62. Synergy scores: CSS=27.0, Synergy_ZIP=-2.89, Synergy_Bliss=3.42, Synergy_Loewe=-1.46, Synergy_HSA=-0.0169. (3) Drug 1: COC1=C(C=C2C(=C1)N=CN=C2NC3=CC(=C(C=C3)F)Cl)OCCCN4CCOCC4. Cell line: K-562. Drug 2: C1CC(C1)(C(=O)O)C(=O)O.[NH2-].[NH2-].[Pt+2]. Synergy scores: CSS=20.7, Synergy_ZIP=-7.49, Synergy_Bliss=-4.32, Synergy_Loewe=-9.38, Synergy_HSA=-1.000. (4) Drug 1: C1CN1C2=NC(=NC(=N2)N3CC3)N4CC4. Drug 2: CC(CN1CC(=O)NC(=O)C1)N2CC(=O)NC(=O)C2. Cell line: OVCAR-8. Synergy scores: CSS=34.7, Synergy_ZIP=-0.305, Synergy_Bliss=1.45, Synergy_Loewe=-4.41, Synergy_HSA=4.12.